From a dataset of Forward reaction prediction with 1.9M reactions from USPTO patents (1976-2016). Predict the product of the given reaction. (1) Given the reactants [CH3:1]CN(C(C)C)C(C)C.[CH3:10][O:11][C:12](=[O:24])[C:13](=O)[CH:14](Cl)[C:15]1[CH:16]=[C:17]([CH3:21])[CH:18]=[CH:19][CH:20]=1.Cl.CN[N:28](NC)[C:29](=[S:31])C, predict the reaction product. The product is: [CH3:10][O:11][C:12]([C:13]1[N:28]=[CH:29][S:31][C:14]=1[C:15]1[CH:20]=[CH:19][C:18]([CH3:1])=[C:17]([CH3:21])[CH:16]=1)=[O:24]. (2) Given the reactants [CH3:1][N:2]([CH2:4][C:5]1([C:11]2[CH:12]=[C:13]([OH:17])[CH:14]=[CH:15][CH:16]=2)[CH2:10][CH2:9][O:8][CH2:7][CH2:6]1)[CH3:3].Cl[CH2:19][CH2:20][CH2:21][N:22]1[CH2:26][CH2:25][CH2:24][CH2:23]1, predict the reaction product. The product is: [CH3:3][N:2]([CH3:1])[CH2:4][C:5]1([C:11]2[CH:16]=[CH:15][CH:14]=[C:13]([O:17][CH2:19][CH2:20][CH2:21][N:22]3[CH2:26][CH2:25][CH2:24][CH2:23]3)[CH:12]=2)[CH2:10][CH2:9][O:8][CH2:7][CH2:6]1. (3) Given the reactants [CH2:1]([O:8][C:9]([NH:11][C:12]1[C:13]([CH3:40])=[C:14]([C:18]2[C:30]3[C:29]4[C:24](=[CH:25][C:26]([O:31][CH2:32][CH2:33][O:34][CH3:35])=[CH:27][CH:28]=4)[NH:23][C:22]=3[C:21]([C:36](O)=[O:37])=[N:20][C:19]=2[CH3:39])[CH:15]=[CH:16][CH:17]=1)=[O:10])[C:2]1[CH:7]=[CH:6][CH:5]=[CH:4][CH:3]=1.[Cl-].[NH4+].F[P-](F)(F)(F)(F)F.[N:50]1(O[P+](N(C)C)(N(C)C)N(C)C)C2C=CC=CC=2N=N1.CCN(C(C)C)C(C)C.CN1CCOCC1, predict the reaction product. The product is: [C:36]([C:21]1[C:22]2[NH:23][C:24]3[C:29]([C:30]=2[C:18]([C:14]2[C:13]([CH3:40])=[C:12]([NH:11][C:9](=[O:10])[O:8][CH2:1][C:2]4[CH:7]=[CH:6][CH:5]=[CH:4][CH:3]=4)[CH:17]=[CH:16][CH:15]=2)=[C:19]([CH3:39])[N:20]=1)=[CH:28][CH:27]=[C:26]([O:31][CH2:32][CH2:33][O:34][CH3:35])[CH:25]=3)(=[O:37])[NH2:50].